Dataset: Forward reaction prediction with 1.9M reactions from USPTO patents (1976-2016). Task: Predict the product of the given reaction. The product is: [I:15][C:12]1[CH:11]=[CH:10][C:9]([CH:7]([CH3:8])[C:6]([OH:16])=[O:5])=[CH:14][CH:13]=1. Given the reactants O.[OH-].[Li+].C[O:5][C:6](=[O:16])[CH:7]([C:9]1[CH:14]=[CH:13][C:12]([I:15])=[CH:11][CH:10]=1)[CH3:8], predict the reaction product.